Task: Predict the reactants needed to synthesize the given product.. Dataset: Full USPTO retrosynthesis dataset with 1.9M reactions from patents (1976-2016) Given the product [CH3:28][C:29]1[C:30]([NH2:38])=[N:31][CH:32]=[C:33]([C:2]2[N:3]=[C:4]([N:22]3[CH2:27][CH2:26][O:25][CH2:24][CH2:23]3)[C:5]3[CH:10]=[C:9]([CH2:11][N:12]4[CH2:17][CH2:16][N:15]([S:18]([CH3:21])(=[O:20])=[O:19])[CH2:14][CH2:13]4)[S:8][C:6]=3[N:7]=2)[CH:34]=1, predict the reactants needed to synthesize it. The reactants are: Cl[C:2]1[N:3]=[C:4]([N:22]2[CH2:27][CH2:26][O:25][CH2:24][CH2:23]2)[C:5]2[CH:10]=[C:9]([CH2:11][N:12]3[CH2:17][CH2:16][N:15]([S:18]([CH3:21])(=[O:20])=[O:19])[CH2:14][CH2:13]3)[S:8][C:6]=2[N:7]=1.[CH3:28][C:29]1[C:30]([NH2:38])(B(O)O)[NH:31][CH:32]=[CH:33][CH:34]=1.